Task: Regression. Given a peptide amino acid sequence and an MHC pseudo amino acid sequence, predict their binding affinity value. This is MHC class I binding data.. Dataset: Peptide-MHC class I binding affinity with 185,985 pairs from IEDB/IMGT (1) The peptide sequence is AVRHFPRPW. The MHC is HLA-B57:01 with pseudo-sequence HLA-B57:01. The binding affinity (normalized) is 0.331. (2) The peptide sequence is ISEPTIHLV. The MHC is HLA-A30:02 with pseudo-sequence HLA-A30:02. The binding affinity (normalized) is 0.215. (3) The peptide sequence is RWRRRWQQL. The MHC is Mamu-B08 with pseudo-sequence Mamu-B08. The binding affinity (normalized) is 0.450. (4) The peptide sequence is RVRLSMLTV. The MHC is HLA-A01:01 with pseudo-sequence HLA-A01:01. The binding affinity (normalized) is 0.0847. (5) The peptide sequence is NRDKTEAIL. The MHC is H-2-Kb with pseudo-sequence H-2-Kb. The binding affinity (normalized) is 0.152. (6) The binding affinity (normalized) is 1.00. The MHC is HLA-C05:01 with pseudo-sequence HLA-C05:01. The peptide sequence is YLDYDTIYV. (7) The peptide sequence is YAEMWAQDA. The MHC is HLA-A11:01 with pseudo-sequence HLA-A11:01. The binding affinity (normalized) is 0.